Dataset: Forward reaction prediction with 1.9M reactions from USPTO patents (1976-2016). Task: Predict the product of the given reaction. (1) Given the reactants O=P12OP3(OP(OP(O3)(O1)=O)(=O)O2)=O.[N+:15]([O-:18])([OH:17])=[O:16].[Cl-].[Cl-].[Cl-].[Cl-].[Hf+4:23], predict the reaction product. The product is: [N+:15]([O-:18])([O-:17])=[O:16].[Hf+4:23].[N+:15]([O-:18])([O-:17])=[O:16].[N+:15]([O-:18])([O-:17])=[O:16].[N+:15]([O-:18])([O-:17])=[O:16]. (2) Given the reactants FC(F)(F)C(O)=O.C(OC([NH:15][O:16][S:17]([C:20]1[C:25]([CH3:26])=[CH:24][C:23]([CH3:27])=[CH:22][C:21]=1[CH3:28])(=[O:19])=[O:18])=O)(C)(C)C.[N:29]1[CH:34]=[CH:33][CH:32]=[CH:31][C:30]=1[CH3:35], predict the reaction product. The product is: [CH3:26][C:25]1[CH:24]=[C:23]([CH3:27])[CH:22]=[C:21]([CH3:28])[C:20]=1[S:17]([O-:19])(=[O:18])=[O:16].[NH2:15][N+:29]1[CH:34]=[CH:33][CH:32]=[CH:31][C:30]=1[CH3:35]. (3) Given the reactants [Cl:1][C:2]1[CH:7]=[CH:6][CH:5]=[CH:4][C:3]=1[S:8](Cl)(=[O:10])=[O:9].Cl.Cl.[CH2:14]([NH:16][CH2:17][CH2:18][CH2:19][N:20]1[CH2:30][CH2:29][C:28]2[C:31]3[CH:21]1[CH2:22][CH2:23][C:24]=3[C:25]([O:34][CH3:35])=[C:26]([O:32][CH3:33])[CH:27]=2)[CH3:15].CCN(C(C)C)C(C)C, predict the reaction product. The product is: [ClH:1].[Cl:1][C:2]1[CH:7]=[CH:6][CH:5]=[CH:4][C:3]=1[S:8]([N:16]([CH2:17][CH2:18][CH2:19][N:20]1[CH2:30][CH2:29][C:28]2[C:31]3[CH:21]1[CH2:22][CH2:23][C:24]=3[C:25]([O:34][CH3:35])=[C:26]([O:32][CH3:33])[CH:27]=2)[CH2:14][CH3:15])(=[O:10])=[O:9]. (4) The product is: [NH2:16][C:10]1([C:13]#[N:14])[CH2:11][N:8]([CH2:1][C:2]2[CH:7]=[CH:6][CH:5]=[CH:4][CH:3]=2)[CH2:9]1. Given the reactants [CH2:1]([N:8]1[CH2:11][C:10](=O)[CH2:9]1)[C:2]1[CH:7]=[CH:6][CH:5]=[CH:4][CH:3]=1.[C-:13]#[N:14].[K+].[NH4+:16].[Cl-], predict the reaction product. (5) Given the reactants [CH3:1][CH:2](CC)[O-].[CH3:6][CH:7](CC)[O-].[CH3:11][CH:12](CC)[O-].[Al+3:16].C([O:19][C:20](=[O:25])[CH2:21][C:22]([CH3:24])=[O:23])C, predict the reaction product. The product is: [CH2:1]([CH2:24][C:22](=[O:23])[CH2:21][C:20]([O-:19])=[O:25])[CH3:2].[CH2:6]([CH2:24][C:22](=[O:23])[CH2:21][C:20]([O-:19])=[O:25])[CH3:7].[CH2:11]([CH2:24][C:22](=[O:23])[CH2:21][C:20]([O-:19])=[O:25])[CH3:12].[Al+3:16]. (6) Given the reactants [C:1]([C:3]1[CH:30]=[C:29]([F:31])[CH:28]=[CH:27][C:4]=1[CH2:5][O:6][C:7]1[CH:12]=[C:11]([CH3:13])[N:10]([C:14]2[CH:15]=[C:16]([CH:21]=[CH:22][C:23]=2[CH3:24])[C:17]([O:19][CH3:20])=[O:18])[C:9](=[O:25])[C:8]=1[Cl:26])#[N:2].CSC.B, predict the reaction product. The product is: [NH2:2][CH2:1][C:3]1[CH:30]=[C:29]([F:31])[CH:28]=[CH:27][C:4]=1[CH2:5][O:6][C:7]1[CH:12]=[C:11]([CH3:13])[N:10]([C:14]2[CH:15]=[C:16]([CH:21]=[CH:22][C:23]=2[CH3:24])[C:17]([O:19][CH3:20])=[O:18])[C:9](=[O:25])[C:8]=1[Cl:26].